From a dataset of Full USPTO retrosynthesis dataset with 1.9M reactions from patents (1976-2016). Predict the reactants needed to synthesize the given product. (1) Given the product [CH:13]([NH:12][C:10]1[N:11]=[C:2]([NH:25][C:21]2[CH:20]=[C:19]([CH3:18])[CH:24]=[CH:23][N:22]=2)[CH:3]=[C:4]2[C:9]=1[C:8](=[O:16])[N:7]([CH3:17])[CH:6]=[CH:5]2)([CH3:15])[CH3:14], predict the reactants needed to synthesize it. The reactants are: Cl[C:2]1[CH:3]=[C:4]2[C:9](=[C:10]([NH:12][CH:13]([CH3:15])[CH3:14])[N:11]=1)[C:8](=[O:16])[N:7]([CH3:17])[CH:6]=[CH:5]2.[CH3:18][C:19]1[CH:24]=[CH:23][N:22]=[C:21]([NH2:25])[CH:20]=1.CC1(C)C2C(=C(P(C3C=CC=CC=3)C3C=CC=CC=3)C=CC=2)OC2C(P(C3C=CC=CC=3)C3C=CC=CC=3)=CC=CC1=2.C([O-])([O-])=O.[Cs+].[Cs+]. (2) Given the product [Br:27][C:28]1[CH:29]=[C:30]2[C:35](=[CH:36][CH:37]=1)[O:34][CH:33]([C:38]1[CH:43]=[CH:42][CH:41]=[CH:40][CH:39]=1)[CH2:32][C:31]2=[CH2:2], predict the reactants needed to synthesize it. The reactants are: [Li][CH2:2]CCC.C1C=CC(P(C2C=CC=CC=2)C2C=CC=CC=2)=CC=1.CI.[Br:27][C:28]1[CH:29]=[C:30]2[C:35](=[CH:36][CH:37]=1)[O:34][CH:33]([C:38]1[CH:43]=[CH:42][CH:41]=[CH:40][CH:39]=1)[CH2:32][C:31]2=O. (3) Given the product [F:3][C:4]1[CH:9]=[CH:8][N:7]=[C:6]2[N:10]([CH2:14][CH2:15][CH2:16][O:17][CH3:18])[CH:11]=[CH:12][C:5]=12, predict the reactants needed to synthesize it. The reactants are: [H-].[Na+].[F:3][C:4]1[CH:9]=[CH:8][N:7]=[C:6]2[NH:10][CH:11]=[CH:12][C:5]=12.Br[CH2:14][CH2:15][CH2:16][O:17][CH3:18].[I-].[K+]. (4) Given the product [Cl:18][C:16]1[CH:17]=[C:12]([C:6]2[C:5]3[N:19]([CH2:20][C@H:21]4[CH2:26][CH2:25][C@H:24]([CH3:27])[CH2:23][CH2:22]4)[C:2]([N:31]4[CH2:32][CH2:33][CH2:34][C@H:30]4[C:29]([F:36])([F:35])[F:28])=[N:3][C:4]=3[CH:9]=[C:8]([C:10]#[N:11])[N:7]=2)[CH:13]=[N:14][CH:15]=1, predict the reactants needed to synthesize it. The reactants are: Br[C:2]1[N:19]([CH2:20][C@H:21]2[CH2:26][CH2:25][C@H:24]([CH3:27])[CH2:23][CH2:22]2)[C:5]2[C:6]([C:12]3[CH:13]=[N:14][CH:15]=[C:16]([Cl:18])[CH:17]=3)=[N:7][C:8]([C:10]#[N:11])=[CH:9][C:4]=2[N:3]=1.[F:28][C:29]([F:36])([F:35])[C@@H:30]1[CH2:34][CH2:33][CH2:32][NH:31]1.[F-].[K+].C(N(CC)C(C)C)(C)C. (5) Given the product [CH:1]1([C:7]2[C:8]3[CH:9]=[CH:10][C:11]([C:30]([O:32][C:33]([CH3:36])([CH3:35])[CH3:34])=[O:31])=[CH:12][C:13]=3[N:14]3[CH2:20][C:19]([C:21]([O:23][CH3:24])=[O:22])=[C:18]([CH3:37])[C:17]4[CH:25]=[C:26]([F:29])[CH:27]=[CH:28][C:16]=4[C:15]=23)[CH2:6][CH2:5][CH2:4][CH2:3][CH2:2]1, predict the reactants needed to synthesize it. The reactants are: [CH:1]1([C:7]2[C:8]3[CH:9]=[CH:10][C:11]([C:30]([O:32][C:33]([CH3:36])([CH3:35])[CH3:34])=[O:31])=[CH:12][C:13]=3[N:14]3[CH2:20][C:19]([C:21]([O:23][CH3:24])=[O:22])=[CH:18][C:17]4[CH:25]=[C:26]([F:29])[CH:27]=[CH:28][C:16]=4[C:15]=23)[CH2:6][CH2:5][CH2:4][CH2:3][CH2:2]1.[C:37](C1C=C(F)C=CC=1C1NC2C(C=1C1CCCCC1)=CC=C(C(OC(C)(C)C)=O)C=2)(=O)C. (6) Given the product [CH3:1][O:2][C:3]1[CH:4]=[C:5]([CH:9]=[C:10]([O:14][CH2:21][CH3:22])[C:11]=1[O:12][CH3:13])[C:6]([OH:8])=[O:7], predict the reactants needed to synthesize it. The reactants are: [CH3:1][O:2][C:3]1[CH:4]=[C:5]([CH:9]=[C:10]([OH:14])[C:11]=1[O:12][CH3:13])[C:6]([OH:8])=[O:7].C(=O)([O-])[O-].[K+].[K+].[CH2:21](I)[CH3:22].[OH-].[K+]. (7) Given the product [Br:1][C:2]1[CH:3]=[N:4][N:5]([CH2:23][C:24]2[CH:25]=[C:26]([CH:31]=[CH:32][CH:33]=2)[C:27]([O:29][CH3:30])=[O:28])[CH:6]=1, predict the reactants needed to synthesize it. The reactants are: [Br:1][C:2]1[CH:3]=[N:4][NH:5][CH:6]=1.C[Si]([N-][Si](C)(C)C)(C)C.[Na+].C1COCC1.Br[CH2:23][C:24]1[CH:25]=[C:26]([CH:31]=[CH:32][CH:33]=1)[C:27]([O:29][CH3:30])=[O:28]. (8) Given the product [O:11]=[C:12]1[CH2:13][CH2:14][CH:15]([NH:18][C:19](=[O:25])[O:20][C:21]([CH3:23])([CH3:22])[CH3:24])[CH2:16][CH2:17]1, predict the reactants needed to synthesize it. The reactants are: CS(C)=O.C(Cl)(=O)C(Cl)=O.[OH:11][CH:12]1[CH2:17][CH2:16][CH:15]([NH:18][C:19](=[O:25])[O:20][C:21]([CH3:24])([CH3:23])[CH3:22])[CH2:14][CH2:13]1.C(N(CC)CC)C. (9) Given the product [F:35][C:32]([F:33])([F:34])[CH2:31][O:30][C:27]1[CH:28]=[CH:29][C:24]([N:14]2[C:15](=[O:23])[C:16]3[CH2:21][C:20](=[O:22])[NH:19][C:17]=3[N:18]=[C:13]2[O:5][CH2:4][CH2:3][C:2]([F:7])([F:6])[F:1])=[CH:25][CH:26]=1, predict the reactants needed to synthesize it. The reactants are: [F:1][C:2]([F:7])([F:6])[CH2:3][CH2:4][OH:5].[H-].[Na+].CS([C:13]1[N:14]([C:24]2[CH:29]=[CH:28][C:27]([O:30][CH2:31][C:32]([F:35])([F:34])[F:33])=[CH:26][CH:25]=2)[C:15](=[O:23])[C:16]2[CH2:21][C:20](=[O:22])[NH:19][C:17]=2[N:18]=1)=O.C(O)(=O)CC(CC(O)=O)(C(O)=O)O.